This data is from Peptide-MHC class I binding affinity with 185,985 pairs from IEDB/IMGT. The task is: Regression. Given a peptide amino acid sequence and an MHC pseudo amino acid sequence, predict their binding affinity value. This is MHC class I binding data. (1) The peptide sequence is FENAILSMT. The MHC is HLA-B44:02 with pseudo-sequence HLA-B44:02. The binding affinity (normalized) is 0.189. (2) The peptide sequence is KVADVDLAVPV. The MHC is HLA-C07:01 with pseudo-sequence HLA-C07:01. The binding affinity (normalized) is 0.0847. (3) The peptide sequence is AQPCSDKAYK. The MHC is HLA-A03:01 with pseudo-sequence HLA-A03:01. The binding affinity (normalized) is 0.467. (4) The MHC is H-2-Kb with pseudo-sequence H-2-Kb. The peptide sequence is IASVNPTAM. The binding affinity (normalized) is 0.123.